Dataset: Reaction yield outcomes from USPTO patents with 853,638 reactions. Task: Predict the reaction yield, written as a fraction of the theoretical maximum amount of product (1.0 means a 100% yield; for example, 0.34 means a 34% yield). The product is [C:1]1([C@H:7]([CH3:11])[C:8]([O:10][CH2:17][CH3:18])=[O:9])[CH:6]=[CH:5][CH:4]=[CH:3][CH:2]=1. The yield is 0.840. The reactants are [C:1]1([C@H:7]([CH3:11])[C:8]([OH:10])=[O:9])[CH:6]=[CH:5][CH:4]=[CH:3][CH:2]=1.C(=O)(O)[O-].[Na+].[CH2:17](O)[CH3:18]. The catalyst is S(=O)(=O)(O)O.